From a dataset of Forward reaction prediction with 1.9M reactions from USPTO patents (1976-2016). Predict the product of the given reaction. The product is: [CH3:1][O:2][C:3](=[O:15])[C:4](=[O:14])[CH:5]([Cl:13])[C:27]1[CH:34]=[CH:33][C:30]([CH3:31])=[CH:29][C:28]=1[CH3:16]. Given the reactants [CH3:1][O:2][C:3](=[O:15])[C:4](=[O:14])[CH:5]([Cl:13])C1C=CC(F)=CC=1.[CH3:16]C1C=C(C)C=CC=1C=O.F[C:27]1[CH:34]=[CH:33][C:30]([CH:31]=O)=[CH:29][CH:28]=1, predict the reaction product.